Task: Predict the reactants needed to synthesize the given product.. Dataset: Full USPTO retrosynthesis dataset with 1.9M reactions from patents (1976-2016) (1) Given the product [F:1][C:2]1[CH:21]=[CH:20][C:19]([F:22])=[CH:18][C:3]=1[CH:4]=[C:5]1[CH2:6][CH2:7][NH:8][CH2:9][CH2:10]1, predict the reactants needed to synthesize it. The reactants are: [F:1][C:2]1[CH:21]=[CH:20][C:19]([F:22])=[CH:18][C:3]=1[CH:4]=[C:5]1[CH2:10][CH2:9][N:8](C(OC(C)(C)C)=O)[CH2:7][CH2:6]1.C(O)(C(F)(F)F)=O. (2) Given the product [CH2:33]([C:25]1[N:24]([C:13]2[N:12]=[C:11]3[C:16]([N:17]=[C:9]([CH2:8][N:3]4[CH2:4][CH2:5][N:6]([CH2:38][C:39]([NH2:41])=[O:40])[CH2:7][C:2]4([CH3:1])[CH3:36])[N:10]3[CH3:35])=[C:15]([N:18]3[CH2:23][CH2:22][O:21][CH2:20][CH2:19]3)[N:14]=2)[C:28]2[CH:29]=[CH:30][CH:31]=[CH:32][C:27]=2[N:26]=1)[CH3:34], predict the reactants needed to synthesize it. The reactants are: [CH3:1][C:2]1([CH3:36])[CH2:7][NH:6][CH2:5][CH2:4][N:3]1[CH2:8][C:9]1[N:10]([CH3:35])[C:11]2[C:16]([N:17]=1)=[C:15]([N:18]1[CH2:23][CH2:22][O:21][CH2:20][CH2:19]1)[N:14]=[C:13]([N:24]1[C:28]3[CH:29]=[CH:30][CH:31]=[CH:32][C:27]=3[N:26]=[C:25]1[CH2:33][CH3:34])[N:12]=2.Cl[CH2:38][C:39]([NH2:41])=[O:40].CCN(CC)CC.